Task: Predict the reaction yield, written as a fraction of the theoretical maximum amount of product (1.0 means a 100% yield; for example, 0.34 means a 34% yield).. Dataset: Reaction yield outcomes from USPTO patents with 853,638 reactions (1) The catalyst is C(OC(C)C)(=O)C.O. The reactants are [CH3:1][C:2]1[S:3][C:4]([C:10]2[CH:15]=[CH:14][CH:13]=[CH:12][CH:11]=2)=[C:5]([C:7]([OH:9])=O)[N:6]=1.C(=O)([O-])[O-].[K+].[K+].C(Cl)(=O)C(C)(C)C.Cl.Cl.[F:31][C:32]1[CH:33]=[C:34]([CH3:48])[C:35]2[N:36]([CH:38]=[C:39]([CH2:41][C@@H:42]3[CH2:47][CH2:46][CH2:45][CH2:44][NH:43]3)[N:40]=2)[CH:37]=1. The yield is 0.890. The product is [F:31][C:32]1[CH:33]=[C:34]([CH3:48])[C:35]2[N:36]([CH:38]=[C:39]([CH2:41][C@@H:42]3[CH2:47][CH2:46][CH2:45][CH2:44][N:43]3[C:7]([C:5]3[N:6]=[C:2]([CH3:1])[S:3][C:4]=3[C:10]3[CH:15]=[CH:14][CH:13]=[CH:12][CH:11]=3)=[O:9])[N:40]=2)[CH:37]=1. (2) The reactants are C(N(C(C)C)CC)(C)C.[CH3:10][S:11](Cl)(=[O:13])=[O:12].[F:15][C:16]1[C:24]([O:25][C:26]2[C:35]3[C:30](=[CH:31][C:32]([O:38][CH2:39][CH:40]4[CH2:45][CH2:44][NH:43][CH2:42][CH2:41]4)=[C:33]([O:36][CH3:37])[CH:34]=3)[N:29]=[CH:28][N:27]=2)=[CH:23][CH:22]=[C:21]2[C:17]=1[CH:18]=[C:19]([CH3:46])[NH:20]2. The catalyst is C(Cl)Cl. The product is [F:15][C:16]1[C:24]([O:25][C:26]2[C:35]3[C:30](=[CH:31][C:32]([O:38][CH2:39][CH:40]4[CH2:45][CH2:44][N:43]([S:11]([CH3:10])(=[O:13])=[O:12])[CH2:42][CH2:41]4)=[C:33]([O:36][CH3:37])[CH:34]=3)[N:29]=[CH:28][N:27]=2)=[CH:23][CH:22]=[C:21]2[C:17]=1[CH:18]=[C:19]([CH3:46])[NH:20]2. The yield is 0.470. (3) The reactants are [C:1]([C:3]1[CH:4]=[CH:5][C:6]2[N:10]([S:11]([C:14]3[CH:19]=[CH:18][C:17]([O:20][CH3:21])=[CH:16][CH:15]=3)(=[O:13])=[O:12])[C:9](=[O:22])[N:8]([CH:23]([C:27]3[CH:32]=[CH:31][CH:30]=[CH:29][CH:28]=3)[C:24](O)=[O:25])[C:7]=2[CH:33]=1)#[N:2].ON1[C:39]2[CH:40]=[CH:41][CH:42]=[CH:43][C:38]=2N=N1.[NH:44]=[C:45]=N.[CH3:47][CH2:48][NH+:49]([CH2:52][CH3:53])[CH2:50][CH3:51].[CH3:54][CH2:55][NH+:56](CC)CC.C([O-])([O-])=O. The catalyst is C(Cl)Cl. The product is [CH2:45]([N:44]1[CH2:51][CH2:50][N:49]([C@H:52]2[CH2:54][CH2:55][N:56]([C:24](=[O:25])[CH:23]([N:8]3[C:7]4[CH:33]=[C:3]([C:1]#[N:2])[CH:4]=[CH:5][C:6]=4[N:10]([S:11]([C:14]4[CH:15]=[CH:16][C:17]([O:20][CH3:21])=[CH:18][CH:19]=4)(=[O:12])=[O:13])[C:9]3=[O:22])[C:27]3[CH:28]=[CH:29][CH:30]=[CH:31][CH:32]=3)[CH2:53]2)[CH2:48][CH2:47]1)[C:38]1[CH:43]=[CH:42][CH:41]=[CH:40][CH:39]=1. The yield is 0.450. (4) The product is [Cl:1][C:2]1[C:10]([C:11]([C:13]2[C:18]([NH:19][S:20]([C:23]3[CH:28]=[CH:27][C:26]([Cl:29])=[C:25]([C:30]([F:31])([F:32])[F:33])[CH:24]=3)(=[O:21])=[O:22])=[CH:17][C:16]([Cl:34])=[CH:15][N:14]=2)=[O:12])=[CH:9][CH:8]=[CH:7][C:3]=1[C:4]([NH:36][CH3:35])=[O:6]. The reactants are [Cl:1][C:2]1[C:10]([C:11]([C:13]2[C:18]([NH:19][S:20]([C:23]3[CH:28]=[CH:27][C:26]([Cl:29])=[C:25]([C:30]([F:33])([F:32])[F:31])[CH:24]=3)(=[O:22])=[O:21])=[CH:17][C:16]([Cl:34])=[CH:15][N:14]=2)=[O:12])=[CH:9][CH:8]=[CH:7][C:3]=1[C:4]([OH:6])=O.[CH3:35][N:36](C(ON1N=NC2C=CC=NC1=2)=[N+](C)C)C.F[P-](F)(F)(F)(F)F.CN.C1COCC1.CCN(C(C)C)C(C)C. The catalyst is CCOC(C)=O.CN(C=O)C. The yield is 0.0500. (5) The reactants are [CH3:1][O:2][C:3](=[O:10])[C:4](=[N:8]O)[C:5](=[O:7])[CH3:6].[C:11](O)(=[O:13])[CH3:12]. The catalyst is C(OC(=O)C)(=O)C.[Pd]. The product is [CH3:1][O:2][C:3](=[O:10])[CH:4]([NH:8][C:11](=[O:13])[CH3:12])[C:5](=[O:7])[CH3:6]. The yield is 0.600.